From a dataset of NCI-60 drug combinations with 297,098 pairs across 59 cell lines. Regression. Given two drug SMILES strings and cell line genomic features, predict the synergy score measuring deviation from expected non-interaction effect. Drug 1: C1CCC(C1)C(CC#N)N2C=C(C=N2)C3=C4C=CNC4=NC=N3. Drug 2: CC1=C(C(=O)C2=C(C1=O)N3CC4C(C3(C2COC(=O)N)OC)N4)N. Cell line: HL-60(TB). Synergy scores: CSS=51.1, Synergy_ZIP=-1.14, Synergy_Bliss=-15.7, Synergy_Loewe=-67.4, Synergy_HSA=-22.2.